Dataset: Forward reaction prediction with 1.9M reactions from USPTO patents (1976-2016). Task: Predict the product of the given reaction. (1) Given the reactants [O:1]1[C:5]2[CH:6]=[C:7](OS(C(F)(F)F)(=O)=O)[CH:8]=[CH:9][C:4]=2[CH:3]=[CH:2]1.C1(P(CCC)C2C=CC=CC=2)C=CC=CC=1.C(N(CC)CC)C.C([SiH](CCCCCCCC)CCCCCCCC)CCCCCCC.CN([CH:69]=[O:70])C, predict the reaction product. The product is: [O:1]1[C:5]2[CH:6]=[C:7]([CH:69]=[O:70])[CH:8]=[CH:9][C:4]=2[CH:3]=[CH:2]1. (2) Given the reactants [CH3:1][C:2]([O:5][C:6]([N:8]1[C@@H:15]([C:16]2[CH:21]=[CH:20][C:19]([O:22][CH2:23][C:24]3[CH:29]=[CH:28][CH:27]=[CH:26][C:25]=3[F:30])=[C:18]([O:31][CH3:32])[CH:17]=2)[CH2:14][CH2:13][C@@:9]1([CH3:33])[C:10](O)=[O:11])=[O:7])([CH3:4])[CH3:3].C([N:37](C(C)C)CC)(C)C.CN(C(ON1N=NC2C=CC=CC1=2)=[N+](C)C)C.[B-](F)(F)(F)F.C[Si](N[Si](C)(C)C)(C)C.C([O-])(O)=O.[Na+], predict the reaction product. The product is: [NH2:37][C:10]([C@:9]1([CH3:33])[CH2:13][CH2:14][C@H:15]([C:16]2[CH:21]=[CH:20][C:19]([O:22][CH2:23][C:24]3[CH:29]=[CH:28][CH:27]=[CH:26][C:25]=3[F:30])=[C:18]([O:31][CH3:32])[CH:17]=2)[N:8]1[C:6]([O:5][C:2]([CH3:4])([CH3:3])[CH3:1])=[O:7])=[O:11]. (3) Given the reactants C(OC([N:8]1[CH2:13][CH2:12][N:11]([C:14]2[C:15]3[C:30]([CH:31]4[CH2:33][CH2:32]4)=[CH:29][N:28]=[CH:27][C:16]=3[N:17]=[C:18]([C:20]3[CH:25]=[CH:24][N:23]=[C:22](Cl)[CH:21]=3)[N:19]=2)[CH2:10][CH2:9]1)=O)(C)(C)C.[CH3:34][C:35]1[CH:40]=[C:39]([N:41]2[CH2:46][CH2:45][O:44][CH2:43][CH2:42]2)[CH:38]=[CH:37][C:36]=1[NH2:47], predict the reaction product. The product is: [CH:31]1([C:30]2[C:15]3[C:14]([N:11]4[CH2:10][CH2:9][NH:8][CH2:13][CH2:12]4)=[N:19][C:18]([C:20]4[CH:25]=[CH:24][N:23]=[C:22]([NH:47][C:36]5[CH:37]=[CH:38][C:39]([N:41]6[CH2:46][CH2:45][O:44][CH2:43][CH2:42]6)=[CH:40][C:35]=5[CH3:34])[CH:21]=4)=[N:17][C:16]=3[CH:27]=[N:28][CH:29]=2)[CH2:33][CH2:32]1. (4) Given the reactants Br[C:2]1[CH:31]=[CH:30][C:5]2[C:6]3[C:11]([NH:12][C:13]4[CH:18]=[CH:17][C:16]([O:19][CH2:20][C:21]5[CH:26]=[CH:25][CH:24]=[C:23]([F:27])[CH:22]=5)=[C:15]([Cl:28])[CH:14]=4)=[N:10][CH:9]=[N:8][C:7]=3[S:29][C:4]=2[CH:3]=1.[NH:32]1[CH2:37][CH2:36][O:35][CH2:34][CH2:33]1.[H-].[Na+], predict the reaction product. The product is: [Cl:28][C:15]1[CH:14]=[C:13]([NH:12][C:11]2[C:6]3[C:5]4[CH:30]=[CH:31][C:2]([N:32]5[CH2:37][CH2:36][O:35][CH2:34][CH2:33]5)=[CH:3][C:4]=4[S:29][C:7]=3[N:8]=[CH:9][N:10]=2)[CH:18]=[CH:17][C:16]=1[O:19][CH2:20][C:21]1[CH:26]=[CH:25][CH:24]=[C:23]([F:27])[CH:22]=1. (5) Given the reactants [NH2:1][C:2]1[CH:7]=[CH:6][C:5]([N:8]2[CH2:14][CH2:13][CH2:12][N:11](C(OC(C)(C)C)=O)[CH2:10][CH2:9]2)=[CH:4][C:3]=1[NH:22][S:23]([C:26]1[CH:31]=[CH:30][CH:29]=[CH:28][CH:27]=1)(=[O:25])=[O:24].[C:32]1([C:42]2[CH:47]=[CH:46][CH:45]=[CH:44][CH:43]=2)[CH:37]=[CH:36][C:35]([S:38]([Cl:41])(=[O:40])=[O:39])=[CH:34][CH:33]=1, predict the reaction product. The product is: [ClH:41].[N:8]1([C:5]2[CH:6]=[CH:7][C:2]([NH:1][S:38]([C:35]3[CH:36]=[CH:37][C:32]([C:42]4[CH:47]=[CH:46][CH:45]=[CH:44][CH:43]=4)=[CH:33][CH:34]=3)(=[O:40])=[O:39])=[C:3]([NH:22][S:23]([C:26]3[CH:27]=[CH:28][CH:29]=[CH:30][CH:31]=3)(=[O:25])=[O:24])[CH:4]=2)[CH2:14][CH2:13][CH2:12][NH:11][CH2:10][CH2:9]1. (6) The product is: [O:10]1[CH2:11][CH2:12][N:7]([CH:4]=[CH:3][C:1]#[N:2])[CH2:8][CH2:9]1. Given the reactants [C:1]([CH2:3][C:4](O)=O)#[N:2].[NH:7]1[CH2:12][CH2:11][O:10][CH2:9][CH2:8]1.C(OC(OCC)OCC)C.[OH-].[Na+], predict the reaction product. (7) Given the reactants [C:1]([C:5]1[O:9][N:8]=[C:7]([NH:10][C:11]([NH:13][C:14]2[CH:19]=[CH:18][CH:17]=[C:16]([S:20][C:21]3[C:30]4[C:25](=[CH:26][C:27]([O:35][CH3:36])=[C:28]([O:31][CH2:32][CH2:33]Cl)[CH:29]=4)[N:24]=[CH:23][N:22]=3)[CH:15]=2)=[O:12])[CH:6]=1)([CH3:4])([CH3:3])[CH3:2].[NH:37]1[CH2:42][CH2:41][CH:40]([CH2:43][OH:44])[CH2:39][CH2:38]1, predict the reaction product. The product is: [C:1]([C:5]1[O:9][N:8]=[C:7]([NH:10][C:11]([NH:13][C:14]2[CH:19]=[CH:18][CH:17]=[C:16]([S:20][C:21]3[C:30]4[C:25](=[CH:26][C:27]([O:35][CH3:36])=[C:28]([O:31][CH2:32][CH2:33][N:37]5[CH2:42][CH2:41][CH:40]([CH2:43][OH:44])[CH2:39][CH2:38]5)[CH:29]=4)[N:24]=[CH:23][N:22]=3)[CH:15]=2)=[O:12])[CH:6]=1)([CH3:4])([CH3:3])[CH3:2]. (8) Given the reactants [OH-].[K+].C([O:5][C:6]([CH:8]1[CH2:13][CH2:12][CH:11]([C:14]2[CH:15]=[C:16]3[C:21](=[C:22]([C:24]4[CH:29]=[CH:28][CH:27]=[C:26]([O:30][CH3:31])[CH:25]=4)[N:23]=2)[N:20]=[CH:19][CH:18]=[CH:17]3)[CH2:10][CH2:9]1)=[O:7])C, predict the reaction product. The product is: [CH3:31][O:30][C:26]1[CH:25]=[C:24]([C:22]2[N:23]=[C:14]([CH:11]3[CH2:10][CH2:9][CH:8]([C:6]([OH:7])=[O:5])[CH2:13][CH2:12]3)[CH:15]=[C:16]3[C:21]=2[N:20]=[CH:19][CH:18]=[CH:17]3)[CH:29]=[CH:28][CH:27]=1. (9) The product is: [CH2:1]([O:3][C:4]1[CH:12]=[C:11]2[C:7]([CH:8]=[N:9][NH:10]2)=[CH:6][C:5]=1[NH:13][C:14]1[C:15]2[C:22]3[CH2:23][CH2:24][CH:25]([C:27]([N:31]([CH2:32][CH2:33][OH:34])[CH3:30])=[O:29])[CH2:26][C:21]=3[S:20][C:16]=2[N:17]=[CH:18][N:19]=1)[CH3:2]. Given the reactants [CH2:1]([O:3][C:4]1[CH:12]=[C:11]2[C:7]([CH:8]=[N:9][NH:10]2)=[CH:6][C:5]=1[NH:13][C:14]1[C:15]2[C:22]3[CH2:23][CH2:24][CH:25]([C:27]([OH:29])=O)[CH2:26][C:21]=3[S:20][C:16]=2[N:17]=[CH:18][N:19]=1)[CH3:2].[CH3:30][NH:31][CH2:32][CH2:33][OH:34], predict the reaction product. (10) Given the reactants Br[C:2]1[CH:7]=[CH:6][C:5]([NH:8][C:9](=[O:23])[C@H:10]([NH:15][C:16](=[O:22])[O:17][C:18]([CH3:21])([CH3:20])[CH3:19])[CH2:11][CH:12]([CH3:14])[CH3:13])=[CH:4][C:3]=1[O:24][CH3:25].[N:26]1[CH:31]=[CH:30][C:29](B(O)O)=[CH:28][CH:27]=1.C([O-])([O-])=O.[Na+].[Na+].C(O)C, predict the reaction product. The product is: [CH3:25][O:24][C:3]1[CH:4]=[C:5]([NH:8][C:9](=[O:23])[C@H:10]([NH:15][C:16](=[O:22])[O:17][C:18]([CH3:21])([CH3:20])[CH3:19])[CH2:11][CH:12]([CH3:14])[CH3:13])[CH:6]=[CH:7][C:2]=1[C:29]1[CH:30]=[CH:31][N:26]=[CH:27][CH:28]=1.